This data is from Full USPTO retrosynthesis dataset with 1.9M reactions from patents (1976-2016). The task is: Predict the reactants needed to synthesize the given product. (1) Given the product [NH2:36][C:19]1[C:18]2[N:17]=[C:16]([CH2:28][NH:29][C:30](=[O:32])[CH3:31])[N:15]([CH2:14][C:13]([OH:12])([CH3:34])[CH3:33])[C:27]=2[C:26]2[N:25]=[CH:24][CH:23]=[CH:22][C:21]=2[N:20]=1, predict the reactants needed to synthesize it. The reactants are: C1C=C(Cl)C=C(C(OO)=O)C=1.[OH:12][C:13]([CH3:34])([CH3:33])[CH2:14][N:15]1[C:27]2[C:26]3[N:25]=[CH:24][CH:23]=[CH:22][C:21]=3[N:20]=[CH:19][C:18]=2[N:17]=[C:16]1[CH2:28][NH:29][C:30](=[O:32])[CH3:31].[OH-].[NH4+:36].C1(C)C=CC(S(Cl)(=O)=O)=CC=1. (2) The reactants are: [OH:1][CH2:2][C:3]1[C:8]([N+:9]([O-:11])=[O:10])=[CH:7][CH:6]=[CH:5][C:4]=1[OH:12]. Given the product [OH:12][C:4]1[CH:5]=[CH:6][CH:7]=[C:8]([N+:9]([O-:11])=[O:10])[C:3]=1[CH:2]=[O:1], predict the reactants needed to synthesize it. (3) Given the product [F:1][C:2]1[CH:3]=[C:4]([CH:5]=[CH:6][C:7]=1[F:8])[CH2:9][O:10][C:14]1[CH:15]=[C:16]2[NH:23][C@@H:22]([CH3:31])[CH2:21][N:17]2[C:18](=[O:20])[N:19]=1, predict the reactants needed to synthesize it. The reactants are: [F:1][C:2]1[CH:3]=[C:4]([CH2:9][OH:10])[CH:5]=[CH:6][C:7]=1[F:8].[H-].[Na+].Cl[C:14]1[CH:15]=[C:16]2[N:23](C(OC(C)(C)C)=O)[C@@H:22]([CH3:31])[CH2:21][N:17]2[C:18](=[O:20])[N:19]=1.